Dataset: Reaction yield outcomes from USPTO patents with 853,638 reactions. Task: Predict the reaction yield, written as a fraction of the theoretical maximum amount of product (1.0 means a 100% yield; for example, 0.34 means a 34% yield). (1) The reactants are C1CCN2C(=NCCC2)CC1.[CH3:12][O:13][C:14]([C:16]1[S:17][C:18]([CH2:21][CH2:22][CH2:23][C@@H:24]2[C@@H:28]([C:29]3[CH:34]=[CH:33][C:32]([CH:35]([O:41][CH2:42][C:43]4[CH:48]=[CH:47][C:46]([O:49][CH3:50])=[CH:45][CH:44]=4)[CH2:36][CH2:37][CH2:38][CH2:39][CH3:40])=[CH:31][CH:30]=3)[C:27](=[O:51])[CH:26]([O:52][C:53](=[O:55])[CH3:54])[CH:25]2OC(=O)C)=[CH:19][CH:20]=1)=[O:15].Cl. The catalyst is CCOCC. The product is [CH3:12][O:13][C:14]([C:16]1[S:17][C:18]([CH2:21][CH2:22][CH2:23][C@@H:24]2[C@@H:28]([C:29]3[CH:34]=[CH:33][C:32]([CH:35]([O:41][CH2:42][C:43]4[CH:48]=[CH:47][C:46]([O:49][CH3:50])=[CH:45][CH:44]=4)[CH2:36][CH2:37][CH2:38][CH2:39][CH3:40])=[CH:31][CH:30]=3)[C:27](=[O:51])[C:26]([O:52][C:53](=[O:55])[CH3:54])=[CH:25]2)=[CH:19][CH:20]=1)=[O:15]. The yield is 0.710. (2) The reactants are [NH:1]1[C:9]2[C:4](=[CH:5][CH:6]=[CH:7][CH:8]=2)[CH2:3][C:2]1=[O:10].[CH2:11](O)[CH2:12][OH:13]. The catalyst is [Ni]. The product is [OH:13][CH2:12][CH2:11][CH:3]1[C:4]2[C:9](=[CH:8][CH:7]=[CH:6][CH:5]=2)[NH:1][C:2]1=[O:10]. The yield is 0.700. (3) The reactants are C(O[C:6](=O)[N:7]([CH2:9][CH2:10][CH2:11][NH:12][C:13]([O:15][CH2:16][CH:17]1[C:29]2[CH:28]=[CH:27][CH:26]=[CH:25][C:24]=2[C:23]2[C:18]1=[CH:19][CH:20]=[CH:21][CH:22]=2)=[O:14])C)(C)(C)C.[ClH:31]. The catalyst is CCOC(C)=O. The product is [ClH:31].[CH:19]1[C:18]2[CH:17]([CH2:16][O:15][C:13](=[O:14])[NH:12][CH2:11][CH2:10][CH2:9][NH:7][CH3:6])[C:29]3[C:24](=[CH:25][CH:26]=[CH:27][CH:28]=3)[C:23]=2[CH:22]=[CH:21][CH:20]=1. The yield is 0.780. (4) The reactants are FC(F)(F)S([O:6][C:7]1[C:12]2[O:13][CH:14]([CH2:17][O:18][S:19]([C:22]3[CH:27]=[CH:26][C:25]([CH3:28])=[CH:24][CH:23]=3)(=[O:21])=[O:20])[CH2:15]O[C:11]=2[CH:10]=[CH:9][CH:8]=1)(=O)=O.[Cl:31][C:32]1[C:37]([Cl:38])=[CH:36][CH:35]=[CH:34][C:33]=1B(O)O. No catalyst specified. The product is [Cl:31][C:32]1[C:37]([Cl:38])=[CH:36][CH:35]=[CH:34][C:33]=1[C:11]1[C:12]2[O:13][CH:14]([CH2:17][O:18][S:19]([C:22]3[CH:23]=[CH:24][C:25]([CH3:28])=[CH:26][CH:27]=3)(=[O:20])=[O:21])[CH2:15][O:6][C:7]=2[CH:8]=[CH:9][CH:10]=1. The yield is 0.750. (5) The reactants are [CH2:1]([C:3]1[CH:8]=[CH:7][C:6]([C:9]2[N:13]([CH3:14])[N:12]=[C:11]([C:15](=O)[CH3:16])[C:10]=2[OH:18])=[CH:5][CH:4]=1)[CH3:2].[NH:19]([C:21]([NH:23][C:24]1[CH:32]=[CH:31][C:27]([C:28]([OH:30])=[O:29])=[CH:26][CH:25]=1)=[S:22])[NH2:20].CN(C)C=O. The catalyst is Cl.O. The product is [CH2:1]([C:3]1[CH:8]=[CH:7][C:6]([C:9]2[N:13]([CH3:14])[N:12]=[C:11]([C:15](=[N:20][NH:19][C:21]([NH:23][C:24]3[CH:32]=[CH:31][C:27]([C:28]([OH:30])=[O:29])=[CH:26][CH:25]=3)=[S:22])[CH3:16])[C:10]=2[OH:18])=[CH:5][CH:4]=1)[CH3:2]. The yield is 0.730. (6) The reactants are [CH3:1][C:2]1[NH:3][C:4]([NH2:7])=[N:5][N:6]=1.[CH3:8][O:9][CH:10]1[CH2:15][CH2:14][CH2:13][CH2:12][C:11]1=O.C([BH3-])#N.[Na+].O. The catalyst is C(O)(=O)C. The product is [CH3:8][O:9][CH:10]1[CH2:15][CH2:14][CH2:13][CH2:12][CH:11]1[NH:7][C:4]1[NH:3][C:2]([CH3:1])=[N:6][N:5]=1. The yield is 0.510. (7) The reactants are COC1C=C(OC)C=CC=1C[NH:6][C:7]1[C:8]2[N:9]([C:13]([C@@H:35]3[CH2:40][N:39]4[C:41](=[O:44])[O:42][CH2:43][C@@H:38]4[CH2:37][CH2:36]3)=[N:14][C:15]=2[C:16]2[CH:34]=[CH:33][C:19]([C:20]([NH:22][C:23]3[CH:28]=[C:27]([C:29]([F:32])([F:31])[F:30])[CH:26]=[CH:25][N:24]=3)=[O:21])=[CH:18][CH:17]=2)[CH:10]=[CH:11][N:12]=1. The catalyst is FC(F)(F)C(O)=O. The product is [NH2:6][C:7]1[C:8]2[N:9]([C:13]([C@@H:35]3[CH2:40][N:39]4[C:41](=[O:44])[O:42][CH2:43][C@@H:38]4[CH2:37][CH2:36]3)=[N:14][C:15]=2[C:16]2[CH:17]=[CH:18][C:19]([C:20]([NH:22][C:23]3[CH:28]=[C:27]([C:29]([F:31])([F:30])[F:32])[CH:26]=[CH:25][N:24]=3)=[O:21])=[CH:33][CH:34]=2)[CH:10]=[CH:11][N:12]=1. The yield is 0.349.